This data is from NCI-60 drug combinations with 297,098 pairs across 59 cell lines. The task is: Regression. Given two drug SMILES strings and cell line genomic features, predict the synergy score measuring deviation from expected non-interaction effect. (1) Synergy scores: CSS=1.77, Synergy_ZIP=-4.84, Synergy_Bliss=-3.31, Synergy_Loewe=-11.4, Synergy_HSA=-3.35. Drug 1: C1CC(C1)(C(=O)O)C(=O)O.[NH2-].[NH2-].[Pt+2]. Drug 2: CC12CCC3C(C1CCC2OP(=O)(O)O)CCC4=C3C=CC(=C4)OC(=O)N(CCCl)CCCl.[Na+]. Cell line: SF-295. (2) Drug 1: CN(C)C1=NC(=NC(=N1)N(C)C)N(C)C. Drug 2: C1CN(P(=O)(OC1)NCCCl)CCCl. Cell line: HS 578T. Synergy scores: CSS=-8.98, Synergy_ZIP=3.01, Synergy_Bliss=-1.43, Synergy_Loewe=-8.67, Synergy_HSA=-8.71. (3) Drug 1: C1CN1P(=S)(N2CC2)N3CC3. Drug 2: C1C(C(OC1N2C=NC3=C(N=C(N=C32)Cl)N)CO)O. Cell line: LOX IMVI. Synergy scores: CSS=30.9, Synergy_ZIP=-8.24, Synergy_Bliss=0.854, Synergy_Loewe=1.78, Synergy_HSA=3.82. (4) Drug 1: CC1CCC2CC(C(=CC=CC=CC(CC(C(=O)C(C(C(=CC(C(=O)CC(OC(=O)C3CCCCN3C(=O)C(=O)C1(O2)O)C(C)CC4CCC(C(C4)OC)OCCO)C)C)O)OC)C)C)C)OC. Drug 2: CCCCC(=O)OCC(=O)C1(CC(C2=C(C1)C(=C3C(=C2O)C(=O)C4=C(C3=O)C=CC=C4OC)O)OC5CC(C(C(O5)C)O)NC(=O)C(F)(F)F)O. Cell line: IGROV1. Synergy scores: CSS=47.0, Synergy_ZIP=0.351, Synergy_Bliss=7.88, Synergy_Loewe=-11.9, Synergy_HSA=10.0. (5) Drug 1: C1=CC=C(C(=C1)C(C2=CC=C(C=C2)Cl)C(Cl)Cl)Cl. Drug 2: CCN(CC)CCCC(C)NC1=C2C=C(C=CC2=NC3=C1C=CC(=C3)Cl)OC. Cell line: A498. Synergy scores: CSS=15.8, Synergy_ZIP=-0.381, Synergy_Bliss=-0.799, Synergy_Loewe=-15.6, Synergy_HSA=-1.61.